Dataset: Catalyst prediction with 721,799 reactions and 888 catalyst types from USPTO. Task: Predict which catalyst facilitates the given reaction. (1) Reactant: C(OC([N:8]1[CH2:13][CH2:12][CH:11]([NH:14][C:15]2[N:20]=[C:19]([O:21][CH3:22])[CH:18]=[C:17]([O:23][CH3:24])[N:16]=2)[CH2:10][CH2:9]1)=O)(C)(C)C.[ClH:25]. Product: [ClH:25].[ClH:25].[CH3:22][O:21][C:19]1[CH:18]=[C:17]([O:23][CH3:24])[N:16]=[C:15]([NH:14][CH:11]2[CH2:12][CH2:13][NH:8][CH2:9][CH2:10]2)[N:20]=1. The catalyst class is: 714. (2) Reactant: F[B-](F)(F)F.[C:6]1([OH:12])[CH:11]=[CH:10][CH:9]=[CH:8][CH:7]=1.C(O[CH2:17][CH:18]=[CH2:19])(=O)C. Product: [CH2:19]([O:12][C:6]1[CH:11]=[CH:10][CH:9]=[CH:8][CH:7]=1)[CH:18]=[CH2:17].[C:6]1([OH:12])[CH:11]=[CH:10][CH:9]=[CH:8][CH:7]=1. The catalyst class is: 11. (3) Reactant: [F:1][C:2]([F:26])([F:25])[C:3]1[CH:24]=[CH:23][C:6]([CH2:7][O:8][N:9]=[C:10]([C:12]2[CH:22]=[CH:21][C:15]([O:16][CH2:17][C:18]([OH:20])=O)=[CH:14][CH:13]=2)[CH3:11])=[CH:5][CH:4]=1.[C:27]([NH:30][NH2:31])(=[O:29])[CH3:28].N1C2C(O)=CC=CC=2N=N1.Cl.C(N=C=NCCCN(C)C)C.C(N1CCOCC1)C. Product: [C:27]([NH:30][NH:31][C:18](=[O:20])[CH2:17][O:16][C:15]1[CH:21]=[CH:22][C:12]([C:10](=[N:9][O:8][CH2:7][C:6]2[CH:23]=[CH:24][C:3]([C:2]([F:1])([F:25])[F:26])=[CH:4][CH:5]=2)[CH3:11])=[CH:13][CH:14]=1)(=[O:29])[CH3:28]. The catalyst class is: 18. (4) Reactant: [NH2:1][C:2]1[C:7]([CH:8]=O)=[C:6]([CH:10]2[CH2:15][CH2:14][CH2:13][N:12]([C:16]([O:18][C:19]([CH3:22])([CH3:21])[CH3:20])=[O:17])[CH2:11]2)[CH:5]=[C:4]([C:23]2[C:28]([O:29][CH2:30][C:31]3[CH:36]=[CH:35][C:34]([O:37][CH3:38])=[CH:33][CH:32]=3)=[CH:27][CH:26]=[CH:25][C:24]=2[O:39][CH2:40][CH:41]2[CH2:43][CH2:42]2)[N:3]=1.CC[O:46][C:47]([CH:49](P(OCC)(OCC)=O)[F:50])=O.[Cl-].[Li+].N12CCCN=C1CCCCC2. Product: [CH:41]1([CH2:40][O:39][C:24]2[CH:25]=[CH:26][CH:27]=[C:28]([O:29][CH2:30][C:31]3[CH:36]=[CH:35][C:34]([O:37][CH3:38])=[CH:33][CH:32]=3)[C:23]=2[C:4]2[CH:5]=[C:6]([CH:10]3[CH2:15][CH2:14][CH2:13][N:12]([C:16]([O:18][C:19]([CH3:21])([CH3:20])[CH3:22])=[O:17])[CH2:11]3)[C:7]3[CH:8]=[C:49]([F:50])[C:47](=[O:46])[NH:1][C:2]=3[N:3]=2)[CH2:43][CH2:42]1. The catalyst class is: 10. (5) Reactant: [OH:1][CH2:2][CH2:3][CH:4]([CH2:8][CH2:9][OH:10])[CH2:5][CH2:6][OH:7].[CH3:11][S:12](Cl)(=[O:14])=[O:13].N1C=CC=CC=1.Cl. Product: [CH3:11][S:12]([O:1][CH2:2][CH2:3][CH:4]([CH2:8][CH2:9][O:10][S:12]([CH3:11])(=[O:14])=[O:13])[CH2:5][CH2:6][O:7][S:12]([CH3:11])(=[O:14])=[O:13])(=[O:14])=[O:13]. The catalyst class is: 4. (6) Reactant: Br[C:2]1[CH:3]=[C:4]([N:8]2[CH2:13][CH2:12][O:11][CH2:10][CH2:9]2)[CH:5]=[N:6][CH:7]=1.[B:14]1([B:14]2[O:18][C:17]([CH3:20])([CH3:19])[C:16]([CH3:22])([CH3:21])[O:15]2)[O:18][C:17]([CH3:20])([CH3:19])[C:16]([CH3:22])([CH3:21])[O:15]1.C(Cl)Cl.C([O-])(=O)C.[K+]. The catalyst class is: 75. Product: [CH3:21][C:16]1([CH3:22])[C:17]([CH3:20])([CH3:19])[O:18][B:14]([C:2]2[CH:3]=[C:4]([N:8]3[CH2:13][CH2:12][O:11][CH2:10][CH2:9]3)[CH:5]=[N:6][CH:7]=2)[O:15]1. (7) Reactant: C[O:2][C:3](=[O:32])[CH:4]([NH:10][C:11]([C:13]1[N:14]=[C:15]2[C:20]([C:21]([F:24])([F:23])[F:22])=[CH:19][C:18]([C:25]3[O:26][CH:27]=[CH:28][CH:29]=3)=[CH:17][N:16]2[C:30]=1[Cl:31])=[O:12])[C:5]1[S:6][CH:7]=[CH:8][CH:9]=1.O[Li].O.Cl. Product: [Cl:31][C:30]1[N:16]2[CH:17]=[C:18]([C:25]3[O:26][CH:27]=[CH:28][CH:29]=3)[CH:19]=[C:20]([C:21]([F:24])([F:23])[F:22])[C:15]2=[N:14][C:13]=1[C:11]([NH:10][CH:4]([C:5]1[S:6][CH:7]=[CH:8][CH:9]=1)[C:3]([OH:32])=[O:2])=[O:12]. The catalyst class is: 87. (8) Reactant: [C:1]([O:7][CH:8]1[CH2:11][C:10](=[O:12])[C:9]1(Cl)Cl)(=[O:6])[C:2]([CH3:5])([CH3:4])[CH3:3]. Product: [C:1]([O:7][CH:8]1[CH2:11][C:10](=[O:12])[CH2:9]1)(=[O:6])[C:2]([CH3:5])([CH3:4])[CH3:3]. The catalyst class is: 565. (9) Reactant: CN([CH:4]=[C:5]1[C:10](=O)[CH2:9][CH:8]([C:12]2[CH:17]=[CH:16][CH:15]=[CH:14][C:13]=2[O:18][CH3:19])[CH2:7][C:6]1=[O:20])C.Cl.[NH2:22][C:23]([NH2:25])=[NH:24].C(=O)([O-])[O-].[Na+].[Na+].NC1N=CC2C(=O)CC(C3C=CC(Cl)=CC=3)CC=2N=1. Product: [NH2:24][C:23]1[N:25]=[CH:4][C:5]2[C:6](=[O:20])[CH2:7][CH:8]([C:12]3[CH:17]=[CH:16][CH:15]=[CH:14][C:13]=3[O:18][CH3:19])[CH2:9][C:10]=2[N:22]=1. The catalyst class is: 6.